From a dataset of CYP3A4 substrate classification data from Carbon-Mangels et al.. Regression/Classification. Given a drug SMILES string, predict its absorption, distribution, metabolism, or excretion properties. Task type varies by dataset: regression for continuous measurements (e.g., permeability, clearance, half-life) or binary classification for categorical outcomes (e.g., BBB penetration, CYP inhibition). Dataset: cyp3a4_substrate_carbonmangels. The drug is COc1ccc(C(C)C)cc1CN[C@H]1C2CCN(CC2)[C@H]1C(c1ccccc1)c1ccccc1. The result is 1 (substrate).